This data is from Reaction yield outcomes from USPTO patents with 853,638 reactions. The task is: Predict the reaction yield, written as a fraction of the theoretical maximum amount of product (1.0 means a 100% yield; for example, 0.34 means a 34% yield). (1) The reactants are [Br:1][C:2]1[CH:10]=[C:9]2[C:5]([CH2:6][C:7]3([CH2:16][CH2:15][CH:14]([OH:17])[CH2:13][CH2:12]3)[C:8]2=[O:11])=[CH:4][C:3]=1[CH3:18].CI.[CH3:21]C(C)([O-])C.[K+].O. The catalyst is [Cl-].[Na+].O. The product is [Br:1][C:2]1[CH:10]=[C:9]2[C:5]([CH2:6][C:7]3([CH2:16][CH2:15][CH:14]([O:17][CH3:21])[CH2:13][CH2:12]3)[C:8]2=[O:11])=[CH:4][C:3]=1[CH3:18]. The yield is 0.770. (2) The reactants are [OH:1][C:2]1[CH:7]=[CH:6][C:5]([C:8]2[C:9](=[O:23])[C:10]([CH3:22])([CH3:21])[O:11][C:12]=2[C:13]2[CH:18]=[CH:17][C:16]([O:19][CH3:20])=[CH:15][CH:14]=2)=[CH:4][CH:3]=1.C(=O)([O-])[O-].[Cs+].[Cs+].CN(C=O)C.Cl[CH2:36][C:37]1[N:38]=[C:39]2[CH:44]=[CH:43][CH:42]=[CH:41][N:40]2[C:45]=1[CH3:46]. The catalyst is O. The product is [CH3:20][O:19][C:16]1[CH:17]=[CH:18][C:13]([C:12]2[O:11][C:10]([CH3:21])([CH3:22])[C:9](=[O:23])[C:8]=2[C:5]2[CH:4]=[CH:3][C:2]([O:1][CH2:36][C:37]3[N:38]=[C:39]4[CH:44]=[CH:43][CH:42]=[CH:41][N:40]4[C:45]=3[CH3:46])=[CH:7][CH:6]=2)=[CH:14][CH:15]=1. The yield is 0.770. (3) The reactants are [Cl:1][C:2]1[C:3]([O:9][C:10]2[CH:15]=[C:14]([O:16][CH2:17][CH2:18][O:19][CH3:20])[CH:13]=[CH:12][C:11]=2[CH2:21][CH2:22][CH2:23][OH:24])=[N:4][CH:5]=[C:6]([Cl:8])[CH:7]=1.Cl[S:26]([N:29]=[C:30]=[O:31])(=[O:28])=[O:27].N1C=CC=CC=1.[CH:38]([O:41][CH2:42][CH2:43][NH2:44])([CH3:40])[CH3:39]. The catalyst is C1(C)C=CC=CC=1.O. The product is [CH:38]([O:41][CH2:42][CH2:43][NH:44][S:26]([NH:29][C:30](=[O:31])[O:24][CH2:23][CH2:22][CH2:21][C:11]1[CH:12]=[CH:13][C:14]([O:16][CH2:17][CH2:18][O:19][CH3:20])=[CH:15][C:10]=1[O:9][C:3]1[C:2]([Cl:1])=[CH:7][C:6]([Cl:8])=[CH:5][N:4]=1)(=[O:28])=[O:27])([CH3:40])[CH3:39]. The yield is 0.410. (4) The reactants are [CH3:1][C:2]([C:4]1[CH:9]=[CH:8][C:7]([O:10][CH3:11])=[C:6]([O:12][CH3:13])[CH:5]=1)=[O:3].[CH3:14][N:15]([CH:17](OC)OC)[CH3:16]. The catalyst is CN(C=O)C. The product is [CH3:14][N:15]([CH:17]=[CH:1][C:2]([C:4]1[CH:9]=[CH:8][C:7]([O:10][CH3:11])=[C:6]([O:12][CH3:13])[CH:5]=1)=[O:3])[CH3:16]. The yield is 0.770.